This data is from Catalyst prediction with 721,799 reactions and 888 catalyst types from USPTO. The task is: Predict which catalyst facilitates the given reaction. (1) The catalyst class is: 8. Product: [CH3:1][O:2][CH2:3][CH2:4][N:5]([CH3:15])[C:6]1[CH:11]=[CH:10][C:9]([NH2:12])=[CH:8][CH:7]=1. Reactant: [CH3:1][O:2][CH2:3][CH2:4][N:5]([CH3:15])[C:6]1[CH:11]=[CH:10][C:9]([N+:12]([O-])=O)=[CH:8][CH:7]=1.[OH-].[Na+]. (2) Reactant: [NH2:1][CH2:2][CH2:3][NH:4][CH2:5][CH2:6][NH:7][C@H:8]([C:18]([OH:20])=[O:19])[CH2:9][O:10][CH2:11][C:12]1[CH:17]=[CH:16][CH:15]=[CH:14][CH:13]=1.Br[CH2:22][C:23]([OH:25])=[O:24].[OH-:26].[Na+].Cl. Product: [CH:15]1[CH:16]=[CH:17][C:12]([CH2:11][O:10][CH2:9][C@@H:8]([N:7]([CH2:8][C:18]([OH:20])=[O:19])[CH2:6][CH2:5][N:4]([CH2:22][C:23]([OH:25])=[O:24])[CH2:3][CH2:2][N:1]([CH2:12][C:11]([OH:10])=[O:26])[CH2:22][C:23]([OH:25])=[O:24])[C:18]([OH:20])=[O:19])=[CH:13][CH:14]=1. The catalyst class is: 6. (3) Reactant: [CH3:1][O:2][CH2:3][C:4]([C:6]1[CH:11]=[CH:10][CH:9]=[CH:8][CH:7]=1)=[O:5].[CH2:12]([Mg]Cl)[CH:13]=[CH2:14].[NH4+].[Cl-]. Product: [CH3:1][O:2][CH2:3][C:4]([C:6]1[CH:11]=[CH:10][CH:9]=[CH:8][CH:7]=1)([OH:5])[CH2:14][CH:13]=[CH2:12]. The catalyst class is: 7. (4) The catalyst class is: 7. Product: [C:38]1([P:31](=[O:3])([C:25]2[CH:26]=[CH:27][CH:28]=[CH:29][CH:30]=2)[C:32]2[CH:37]=[CH:36][CH:35]=[CH:34][CH:33]=2)[CH:39]=[CH:40][CH:41]=[CH:42][CH:43]=1. Reactant: C(O[C@@H]1[C@@H](OC(=O)C)[C@H](OC(=O)C)[C@@H](COC(=O)C)OC1O)(=[O:3])C.[C:25]1([P:31]([C:38]2[CH:43]=[CH:42][CH:41]=[CH:40][CH:39]=2)[C:32]2[CH:37]=[CH:36][CH:35]=[CH:34][CH:33]=2)[CH:30]=[CH:29][CH:28]=[CH:27][CH:26]=1.CCOC(/N=N/C(OCC)=O)=O. (5) Product: [F:1][C:2]1[CH:24]=[CH:23][CH:22]=[CH:21][C:3]=1[O:4][C:5]1[C:18](=[O:19])[N:17]([CH3:20])[C:8]2[N:9]=[C:10]([NH:31][CH2:30][C:27]3[CH:28]=[CH:29][O:25][CH:26]=3)[N:11]=[CH:12][C:7]=2[CH:6]=1. Reactant: [F:1][C:2]1[CH:24]=[CH:23][CH:22]=[CH:21][C:3]=1[O:4][C:5]1[C:18](=[O:19])[N:17]([CH3:20])[C:8]2[N:9]=[C:10](S(C)(=O)=O)[N:11]=[CH:12][C:7]=2[CH:6]=1.[O:25]1[CH:29]=[CH:28][C:27]([CH2:30][NH2:31])=[CH:26]1. The catalyst class is: 22. (6) Reactant: C[O:2][C:3]([C:5]1[N:6](C(OC(C)(C)C)=O)[CH:7]=[C:8]([C:10]2[CH:15]=[CH:14][CH:13]=[C:12]([N:16]3[N:25]=[CH:24][C:23]4[C:18](=[CH:19][CH:20]=[C:21]([C:26]([CH3:29])([CH3:28])[CH3:27])[CH:22]=4)[C:17]3=[O:30])[C:11]=2[CH2:31][O:32]C(=O)C)[CH:9]=1)=[O:4].[OH-].[Na+]. Product: [C:26]([C:21]1[CH:22]=[C:23]2[C:18](=[CH:19][CH:20]=1)[C:17](=[O:30])[N:16]([C:12]1[C:11]([CH2:31][OH:32])=[C:10]([C:8]3[CH:9]=[C:5]([C:3]([OH:4])=[O:2])[NH:6][CH:7]=3)[CH:15]=[CH:14][CH:13]=1)[N:25]=[CH:24]2)([CH3:29])([CH3:27])[CH3:28]. The catalyst class is: 38. (7) Reactant: [OH:1][CH:2]([CH3:13])[CH2:3][NH:4][C:5](=[O:12])[C:6]1[CH:11]=[CH:10][CH:9]=[CH:8][CH:7]=1.C[N+]1([O-])CCOCC1. The catalyst class is: 678. Product: [O:1]=[C:2]([CH3:13])[CH2:3][NH:4][C:5](=[O:12])[C:6]1[CH:11]=[CH:10][CH:9]=[CH:8][CH:7]=1. (8) Product: [CH3:17][CH2:16][CH2:11][CH:12]([CH3:14])[CH3:13].[C:24]([O:26][CH2:27][CH3:1])(=[O:25])[CH3:23]. The catalyst class is: 7. Reactant: [CH3:1][Si](C)(C)[N-][Si](C)(C)C.[K+].[C:11]([C:16]1C=CC=C[CH:17]=1)(=O)[CH:12]([CH3:14])[CH3:13].Br[CH2:23][C:24]([O:26][CH3:27])=[O:25].Cl.